The task is: Predict which catalyst facilitates the given reaction.. This data is from Catalyst prediction with 721,799 reactions and 888 catalyst types from USPTO. (1) Reactant: Br[C:2]1[CH:7]=[C:6]([O:8][CH3:9])[C:5]([O:10][CH3:11])=[CH:4][C:3]=1[CH:12]1[O:16]CCO1.C([Li])CCC.[CH3:22][N:23]([CH3:27])[C:24](Cl)=[O:25].Cl. Product: [CH:12]([C:3]1[CH:4]=[C:5]([O:10][CH3:11])[C:6]([O:8][CH3:9])=[CH:7][C:2]=1[C:24]([N:23]([CH3:27])[CH3:22])=[O:25])=[O:16]. The catalyst class is: 7. (2) Reactant: C1C=C[NH+]=CC=1.[O-][Cr](Cl)(=O)=O.C([O-])(=O)C.[Na+].[Cl:17][C:18]1[CH:19]=[C:20]([CH3:41])[C:21]2[N:22]([C:24]([CH2:33][CH:34]([C:36]3[S:37][CH:38]=[CH:39][CH:40]=3)[OH:35])=[C:25]([C:27]3[CH:32]=[CH:31][CH:30]=[CH:29][CH:28]=3)[N:26]=2)[CH:23]=1.O. Product: [Cl:17][C:18]1[CH:19]=[C:20]([CH3:41])[C:21]2[N:22]([C:24]([CH2:33][C:34]([C:36]3[S:37][CH:38]=[CH:39][CH:40]=3)=[O:35])=[C:25]([C:27]3[CH:28]=[CH:29][CH:30]=[CH:31][CH:32]=3)[N:26]=2)[CH:23]=1. The catalyst class is: 2. (3) Reactant: [NH2:1][C:2]1[CH:7]=[CH:6][CH:5]=[CH:4][C:3]=1/[CH:8]=[C:9](\[F:15])/[C:10]([O:12][CH2:13][CH3:14])=[O:11].[F:16][C:17]([F:28])([F:27])[C:18]1[CH:19]=[C:20]([CH:24]=[CH:25][CH:26]=1)[C:21](Cl)=[O:22]. Product: [F:15]/[C:9](=[CH:8]\[C:3]1[CH:4]=[CH:5][CH:6]=[CH:7][C:2]=1[NH:1][C:21](=[O:22])[C:20]1[CH:24]=[CH:25][CH:26]=[C:18]([C:17]([F:16])([F:27])[F:28])[CH:19]=1)/[C:10]([O:12][CH2:13][CH3:14])=[O:11]. The catalyst class is: 4. (4) Reactant: [F:1][C:2]1[CH:7]=[C:6]([O:8][CH3:9])[CH:5]=[C:4]([O:10][CH3:11])[C:3]=1[C:12]1(O)[CH2:17][CH2:16][CH2:15][CH2:14][CH2:13]1.CCOC(C)=O. Product: [CH:12]1([C:3]2[C:4]([O:10][CH3:11])=[CH:5][C:6]([O:8][CH3:9])=[CH:7][C:2]=2[F:1])[CH2:13][CH2:14][CH2:15][CH2:16][CH2:17]1. The catalyst class is: 52. (5) Reactant: [F:1][C:2]1[CH:7]=[C:6]([N+:8]([O-])=O)[CH:5]=[CH:4][C:3]=1[N:11]1[CH2:16][CH2:15][O:14][CH2:13][CH2:12]1. Product: [F:1][C:2]1[CH:7]=[C:6]([CH:5]=[CH:4][C:3]=1[N:11]1[CH2:16][CH2:15][O:14][CH2:13][CH2:12]1)[NH2:8]. The catalyst class is: 78. (6) Reactant: [CH3:1][O:2][C@:3]12[CH2:19][N:18](C(OC(C)(C)C)=O)[CH2:17][C@H:4]1[N:5]([C:8]([O:10][C@@H:11]([CH3:16])[C:12]([F:15])([F:14])[F:13])=[O:9])[CH2:6][CH2:7]2.C(O)(C(F)(F)F)=O.C([O-])(O)=O.[Na+]. Product: [CH3:1][O:2][C@:3]12[CH2:19][NH:18][CH2:17][C@H:4]1[N:5]([C:8]([O:10][C@@H:11]([CH3:16])[C:12]([F:15])([F:14])[F:13])=[O:9])[CH2:6][CH2:7]2. The catalyst class is: 22. (7) Product: [CH2:14]([C:18]1([N:44]([CH3:46])[CH3:45])[CH2:23][CH2:22][CH:21]([CH2:24][O:25][CH2:26][C:27]2[C:35]3[C:30](=[CH:31][CH:32]=[C:33]([F:36])[CH:34]=3)[NH:29][CH:28]=2)[CH2:20][CH2:19]1)[CH2:15][CH2:16][CH3:17]. The catalyst class is: 7. Reactant: O.[F-].C([N+](C)(C)C)C1C=CC=CC=1.[CH2:14]([C:18]1([N:44]([CH3:46])[CH3:45])[CH2:23][CH2:22][CH:21]([CH2:24][O:25][CH2:26][C:27]2[C:35]3[C:30](=[CH:31][CH:32]=[C:33]([F:36])[CH:34]=3)[NH:29][C:28]=2[Si](CC)(CC)CC)[CH2:20][CH2:19]1)[CH2:15][CH2:16][CH3:17]. (8) Reactant: [Cl:1][C:2]1[CH:7]=[CH:6][CH:5]=[C:4](I)[CH:3]=1.[Mg].[C:10]([C:12](=[C:18]1[CH2:23][CH2:22][N:21]([C:24]([O:26][C:27]([CH3:30])([CH3:29])[CH3:28])=[O:25])[CH2:20][CH2:19]1)[C:13]([O:15][CH2:16][CH3:17])=[O:14])#[N:11]. Product: [Cl:1][C:2]1[CH:3]=[C:4]([C:18]2([CH:12]([C:10]#[N:11])[C:13]([O:15][CH2:16][CH3:17])=[O:14])[CH2:19][CH2:20][N:21]([C:24]([O:26][C:27]([CH3:30])([CH3:29])[CH3:28])=[O:25])[CH2:22][CH2:23]2)[CH:5]=[CH:6][CH:7]=1. The catalyst class is: 469. (9) Reactant: N#N.[CH3:3][O:4][C:5]([C:8]1[O:9][CH:10]=[C:11]([CH2:13][N:14]2[N:18]=[C:17]([N+:19]([O-])=O)[CH:16]=[N:15]2)[N:12]=1)([CH3:7])[CH3:6].[NH4+].[Cl-]. Product: [CH3:3][O:4][C:5]([C:8]1[O:9][CH:10]=[C:11]([CH2:13][N:14]2[N:18]=[C:17]([NH2:19])[CH:16]=[N:15]2)[N:12]=1)([CH3:7])[CH3:6]. The catalyst class is: 314. (10) Reactant: [CH2:1]([N:8]1[CH2:12][C@H:11]2/[C:13](=[N:16]/[S@:17]([C:19]([CH3:22])([CH3:21])[CH3:20])=[O:18])/[CH2:14][CH2:15][C@H:10]2[CH2:9]1)[C:2]1[CH:7]=[CH:6][CH:5]=[CH:4][CH:3]=1.[BH4-].[Na+]. Product: [CH2:1]([N:8]1[CH2:12][C@H:11]2[C@@H:13]([NH:16][S@:17]([C:19]([CH3:22])([CH3:21])[CH3:20])=[O:18])[CH2:14][CH2:15][C@H:10]2[CH2:9]1)[C:2]1[CH:3]=[CH:4][CH:5]=[CH:6][CH:7]=1. The catalyst class is: 5.